This data is from Catalyst prediction with 721,799 reactions and 888 catalyst types from USPTO. The task is: Predict which catalyst facilitates the given reaction. (1) Reactant: [C:1]([NH:20][C:21]1[CH:22]=[C:23]([CH2:27][C:28](O)=[O:29])[CH:24]=[CH:25][CH:26]=1)([C:14]1[CH:19]=[CH:18][CH:17]=[CH:16][CH:15]=1)([C:8]1[CH:13]=[CH:12][CH:11]=[CH:10][CH:9]=1)[C:2]1[CH:7]=[CH:6][CH:5]=[CH:4][CH:3]=1.C(=O)(O)[O-].[Na+]. Product: [C:1]([NH:20][C:21]1[CH:22]=[C:23]([CH2:27][CH2:28][OH:29])[CH:24]=[CH:25][CH:26]=1)([C:2]1[CH:7]=[CH:6][CH:5]=[CH:4][CH:3]=1)([C:14]1[CH:19]=[CH:18][CH:17]=[CH:16][CH:15]=1)[C:8]1[CH:9]=[CH:10][CH:11]=[CH:12][CH:13]=1. The catalyst class is: 1. (2) Reactant: Br[CH2:2][C:3]1[CH:8]=[CH:7][C:6]([C:9]2[CH:13]=[C:12]([C:14]([NH2:16])=[O:15])[O:11][N:10]=2)=[CH:5][CH:4]=1.[F:17][C:18]1[CH:23]=[CH:22][CH:21]=[CH:20][C:19]=1[OH:24].C([O-])([O-])=O.[K+].[K+]. Product: [F:17][C:18]1[CH:23]=[CH:22][CH:21]=[CH:20][C:19]=1[O:24][CH2:2][C:3]1[CH:8]=[CH:7][C:6]([C:9]2[CH:13]=[C:12]([C:14]([NH2:16])=[O:15])[O:11][N:10]=2)=[CH:5][CH:4]=1. The catalyst class is: 23. (3) Reactant: [CH3:1][O:2][C:3]1[CH:4]=[C:5]([CH2:9][C:10]#[N:11])[CH:6]=[CH:7][CH:8]=1.[H-].[Na+].[C:14](=O)([O:17]C)[O:15][CH3:16].C(=O)([O-])[O-].[K+].[K+]. Product: [C:10]([CH:9]([C:5]1[CH:6]=[CH:7][CH:8]=[C:3]([O:2][CH3:1])[CH:4]=1)[C:14]([O:15][CH3:16])=[O:17])#[N:11]. The catalyst class is: 20. (4) The catalyst class is: 1. Reactant: [CH2:1]([N:8]1[CH2:13][CH2:12][N:11]2[N:14]=[C:15]([C:17]3[CH:22]=[CH:21][C:20]([F:23])=[CH:19][CH:18]=3)[CH:16]=[C:10]2[C:9]1=O)[C:2]1[CH:7]=[CH:6][CH:5]=[CH:4][CH:3]=1.[H-].[H-].[H-].[H-].[Li+].[Al+3]. Product: [CH2:1]([N:8]1[CH2:13][CH2:12][N:11]2[N:14]=[C:15]([C:17]3[CH:18]=[CH:19][C:20]([F:23])=[CH:21][CH:22]=3)[CH:16]=[C:10]2[CH2:9]1)[C:2]1[CH:7]=[CH:6][CH:5]=[CH:4][CH:3]=1. (5) Reactant: [CH2:1]([N:8]([OH:16])[CH2:9][C@H:10]([OH:15])[CH2:11][CH2:12][CH:13]=[CH2:14])[C:2]1[CH:7]=[CH:6][CH:5]=[CH:4][CH:3]=1. Product: [CH2:1]([N@+:8]1([O-:16])[CH2:9][C@H:10]([OH:15])[CH2:11][CH2:12][C@H:13]1[CH3:14])[C:2]1[CH:7]=[CH:6][CH:5]=[CH:4][CH:3]=1. The catalyst class is: 40.